Dataset: Experimentally validated miRNA-target interactions with 360,000+ pairs, plus equal number of negative samples. Task: Binary Classification. Given a miRNA mature sequence and a target amino acid sequence, predict their likelihood of interaction. The miRNA is hsa-miR-4311 with sequence GAAAGAGAGCUGAGUGUG. The protein sequence of the target gene is MENSERAEEMQENYQRNGTAEEQPKLRKEAVGSIEIFRFADGLDITLMILGILASLVNGACLPLMPLVLGEMSDNLISGCLVQTNTTNYQNCTQSQEKLNEDMTLLTLYYVGIGVAALIFGYIQISLWIITAARQTKRIRKQFFHSVLAQDIGWFDSCDIGELNTRMTDDIDKISDGIGDKIALLFQNMSTFSIGLAVGLVKGWKLTLVTLSTSPLIMASAAACSRMVISLTSKELSAYSKAGAVAEEVLSSIRTVIAFRAQEKELQRYTQNLKDAKDFGIKRTIASKVSLGAVYFFMNG.... Result: 1 (interaction).